Dataset: Full USPTO retrosynthesis dataset with 1.9M reactions from patents (1976-2016). Task: Predict the reactants needed to synthesize the given product. (1) Given the product [F:18][C:2]([F:17])([F:1])[C:3]1[CH:4]=[CH:5][C:6]([C:9]2[N:14]=[C:13]([CH:15]([OH:16])[CH2:20][CH2:21][CH2:22][CH3:23])[CH:12]=[CH:11][CH:10]=2)=[CH:7][CH:8]=1, predict the reactants needed to synthesize it. The reactants are: [F:1][C:2]([F:18])([F:17])[C:3]1[CH:8]=[CH:7][C:6]([C:9]2[N:14]=[C:13]([CH:15]=[O:16])[CH:12]=[CH:11][CH:10]=2)=[CH:5][CH:4]=1.[Li][CH2:20][CH2:21][CH2:22][CH3:23]. (2) Given the product [F:39][CH:2]([F:1])[O:3][C:4]1[CH:9]=[CH:8][CH:7]=[CH:6][C:5]=1[CH2:10][C:11]1[N:15]2[CH:16]=[C:17]([C:21]3[CH:22]=[N:23][C:24]([CH:27]4[CH2:28][CH2:29][CH:30]([C:33]([O:35][CH2:36][CH3:37])=[O:34])[CH2:31][CH2:32]4)=[N:25][CH:26]=3)[C:18]([F:20])=[CH:19][C:14]2=[N:13][C:12]=1[CH3:38], predict the reactants needed to synthesize it. The reactants are: [F:1][CH:2]([F:39])[O:3][C:4]1[CH:9]=[CH:8][CH:7]=[CH:6][C:5]=1[CH2:10][C:11]1[N:15]2[CH:16]=[C:17]([C:21]3[CH:22]=[N:23][C:24]([C:27]4[CH2:32][CH2:31][CH:30]([C:33]([O:35][CH2:36][CH3:37])=[O:34])[CH2:29][CH:28]=4)=[N:25][CH:26]=3)[C:18]([F:20])=[CH:19][C:14]2=[N:13][C:12]=1[CH3:38]. (3) Given the product [Cl:54][C:49]1[CH:48]=[C:47]([C:24]2([CH2:27][NH:28][C:29]([C:31]3[C:40]4[C:35](=[CH:36][CH:37]=[CH:38][CH:39]=4)[C:34]([O:41][CH3:42])=[C:33]([C:43]#[N:44])[C:32]=3[O:45][CH3:46])=[O:30])[CH2:23][CH2:22][NH:21][CH2:26][CH2:25]2)[CH:52]=[CH:51][C:50]=1[Cl:53], predict the reactants needed to synthesize it. The reactants are: C([O-])(=O)CC(CC([O-])=O)(C([O-])=O)O.C([N:21]1[CH2:26][CH2:25][C:24]([C:47]2[CH:52]=[CH:51][C:50]([Cl:53])=[C:49]([Cl:54])[CH:48]=2)([CH2:27][NH:28][C:29]([C:31]2[C:40]3[C:35](=[CH:36][CH:37]=[CH:38][CH:39]=3)[C:34]([O:41][CH3:42])=[C:33]([C:43]#[N:44])[C:32]=2[O:45][CH3:46])=[O:30])[CH2:23][CH2:22]1)(OC(C)(C)C)=O.C(O)(C(F)(F)F)=O. (4) Given the product [CH:23]1[C:22]2[CH:21]([CH2:20][O:19][C:17]([NH:16][C@@H:10]3[CH2:9][N:8]([C:6]([O:5][C:2]([CH3:1])([CH3:4])[CH3:3])=[O:7])[C@H:12]([C:13](=[O:14])[NH:65][C@H:55]4[C:64]5[C:59](=[CH:60][CH:61]=[CH:62][CH:63]=5)[CH2:58][CH2:57][CH2:56]4)[CH2:11]3)=[O:18])[C:33]3[C:28](=[CH:29][CH:30]=[CH:31][CH:32]=3)[C:27]=2[CH:26]=[CH:25][CH:24]=1, predict the reactants needed to synthesize it. The reactants are: [CH3:1][C:2]([O:5][C:6]([N:8]1[C@H:12]([C:13](O)=[O:14])[CH2:11][C@H:10]([NH:16][C:17]([O:19][CH2:20][CH:21]2[C:33]3[C:28](=[CH:29][CH:30]=[CH:31][CH:32]=3)[C:27]3[C:22]2=[CH:23][CH:24]=[CH:25][CH:26]=3)=[O:18])[CH2:9]1)=[O:7])([CH3:4])[CH3:3].C(Cl)CCl.C1C=NC2N(O)N=NC=2C=1.CN1CCOCC1.[C@H:55]1([NH2:65])[C:64]2[C:59](=[CH:60][CH:61]=[CH:62][CH:63]=2)[CH2:58][CH2:57][CH2:56]1. (5) Given the product [N:1]1[CH:6]=[CH:5][CH:4]=[C:3]([S:7]([N:18]2[CH2:23][CH2:22][CH:21]([CH2:24][N:25]3[C:33]4[C:28](=[CH:29][C:30]([C:34]5[CH:35]=[N:36][N:37]([CH:39]6[CH2:44][CH2:43][CH2:42][CH2:41][O:40]6)[CH:38]=5)=[CH:31][CH:32]=4)[CH:27]=[CH:26]3)[CH2:20][CH2:19]2)(=[O:9])=[O:8])[CH:2]=1, predict the reactants needed to synthesize it. The reactants are: [N:1]1[CH:6]=[CH:5][CH:4]=[C:3]([S:7](Cl)(=[O:9])=[O:8])[CH:2]=1.C(N(CC)CC)C.[NH:18]1[CH2:23][CH2:22][CH:21]([CH2:24][N:25]2[C:33]3[C:28](=[CH:29][C:30]([C:34]4[CH:35]=[N:36][N:37]([CH:39]5[CH2:44][CH2:43][CH2:42][CH2:41][O:40]5)[CH:38]=4)=[CH:31][CH:32]=3)[CH:27]=[CH:26]2)[CH2:20][CH2:19]1.CO. (6) The reactants are: OC(C(F)(F)F)=O.[C:8]([O:12][C:13]([N:15]([CH2:21][C:22]([O:24][CH2:25][CH3:26])=[O:23])[CH:16]([CH3:20])[C:17]([OH:19])=O)=[O:14])([CH3:11])([CH3:10])[CH3:9].CCN=C=NCCCN(C)C.C1C=CC2N(O)N=NC=2C=1.[CH2:48]([O:50][C:51](=[O:69])[CH2:52][C@H:53]([NH2:68])[CH2:54][C:55]1[CH:60]=[CH:59][C:58]([C:61]2[CH:66]=[CH:65][CH:64]=[C:63]([Cl:67])[CH:62]=2)=[CH:57][CH:56]=1)[CH3:49]. Given the product [CH2:48]([O:50][C:51](=[O:69])[CH2:52][C@H:53]([NH:68][C:17](=[O:19])[CH:16]([N:15]([C:13]([O:12][C:8]([CH3:9])([CH3:10])[CH3:11])=[O:14])[CH2:21][C:22]([O:24][CH2:25][CH3:26])=[O:23])[CH3:20])[CH2:54][C:55]1[CH:60]=[CH:59][C:58]([C:61]2[CH:66]=[CH:65][CH:64]=[C:63]([Cl:67])[CH:62]=2)=[CH:57][CH:56]=1)[CH3:49], predict the reactants needed to synthesize it. (7) Given the product [I-:16].[Br:1][C:2]1[C:10]([Br:11])=[C:9]([Br:12])[CH:8]=[C:7]2[C:3]=1[C:4]([CH3:15])([CH3:14])[C:5]([CH3:13])=[N+:6]2[CH3:17], predict the reactants needed to synthesize it. The reactants are: [Br:1][C:2]1[C:10]([Br:11])=[C:9]([Br:12])[CH:8]=[C:7]2[C:3]=1[C:4]([CH3:15])([CH3:14])[C:5]([CH3:13])=[N:6]2.[I:16][CH3:17].